Dataset: Forward reaction prediction with 1.9M reactions from USPTO patents (1976-2016). Task: Predict the product of the given reaction. (1) Given the reactants [NH2:1][C@@H:2]1[CH2:6][CH2:5][N:4]([C:7]([C:9]2[CH:10]=[C:11]3[C:15](=[CH:16][CH:17]=2)[NH:14][C:13]([C:18]2[C:19](=[O:28])[NH:20][C:21]4[C:26]([N:27]=2)=[CH:25][CH:24]=[CH:23][CH:22]=4)=[C:12]3[N+:29]([O-:31])=[O:30])=[O:8])[CH2:3]1.[C:32](Cl)([CH3:34])=[O:33], predict the reaction product. The product is: [N+:29]([C:12]1[C:11]2[C:15](=[CH:16][CH:17]=[C:9]([C:7]([N:4]3[CH2:5][CH2:6][C@@H:2]([NH:1][C:32](=[O:33])[CH3:34])[CH2:3]3)=[O:8])[CH:10]=2)[NH:14][C:13]=1[C:18]1[C:19](=[O:28])[NH:20][C:21]2[C:26](=[CH:25][CH:24]=[CH:23][CH:22]=2)[N:27]=1)([O-:31])=[O:30]. (2) Given the reactants CC1C=CC(S(O)(=O)=O)=CC=1.[NH2:12][C@H:13]([C:22]1[CH:23]=[N:24][C:25]([O:28][CH3:29])=[CH:26][CH:27]=1)[CH2:14][C:15]([O:17][C:18]([CH3:21])([CH3:20])[CH3:19])=[O:16].[CH3:30][O:31][CH:32]([O:35][CH3:36])[CH:33]=O.C(O[BH-](OC(=O)C)OC(=O)C)(=O)C.[Na+], predict the reaction product. The product is: [CH3:30][O:31][CH:32]([O:35][CH3:36])[CH2:33][NH:12][C@H:13]([C:22]1[CH:23]=[N:24][C:25]([O:28][CH3:29])=[CH:26][CH:27]=1)[CH2:14][C:15]([O:17][C:18]([CH3:21])([CH3:20])[CH3:19])=[O:16].